Dataset: Kir2.1 potassium channel HTS with 301,493 compounds. Task: Binary Classification. Given a drug SMILES string, predict its activity (active/inactive) in a high-throughput screening assay against a specified biological target. (1) The molecule is Brc1c2[nH]c(nc(=O)c2cc(Br)c1)CN1CCN(CC1)c1ncccn1. The result is 0 (inactive). (2) The molecule is S(=O)(=O)(N)c1ccc(CNC(=O)CSCc2cc(ccc2)C)cc1. The result is 0 (inactive). (3) The compound is Clc1c(Sc2n(nnn2)c2ccccc2)ccc(N)c1. The result is 0 (inactive).